From a dataset of Peptide-MHC class II binding affinity with 134,281 pairs from IEDB. Regression. Given a peptide amino acid sequence and an MHC pseudo amino acid sequence, predict their binding affinity value. This is MHC class II binding data. The peptide sequence is YAIGGSSNPTILSEG. The MHC is DRB3_0202 with pseudo-sequence DRB3_0202. The binding affinity (normalized) is 0.305.